Dataset: Reaction yield outcomes from USPTO patents with 853,638 reactions. Task: Predict the reaction yield, written as a fraction of the theoretical maximum amount of product (1.0 means a 100% yield; for example, 0.34 means a 34% yield). (1) The reactants are Cl.C[O:3][C:4]1[CH:5]=[C:6]([CH:9]=[CH:10][C:11]=1[O:12][CH2:13][CH2:14][N:15]1[CH2:20][CH2:19][O:18][CH2:17][CH2:16]1)[CH:7]=[O:8].N[C@@H](C(O)=O)CCSC. No catalyst specified. The product is [OH:3][C:4]1[CH:5]=[C:6]([CH:9]=[CH:10][C:11]=1[O:12][CH2:13][CH2:14][N:15]1[CH2:16][CH2:17][O:18][CH2:19][CH2:20]1)[CH:7]=[O:8]. The yield is 0.640. (2) The reactants are [CH3:1][O:2][C:3]1[N:7]([C:8]2[CH:13]=[CH:12][C:11]([C:14](=[O:23])[NH:15][CH2:16][CH:17]3[CH2:22][CH2:21][O:20][CH2:19][CH2:18]3)=[CH:10][N:9]=2)[N:6]=[CH:5][C:4]=1[C:24]([O:26]CC)=[O:25].[Li+].[OH-].Cl. The catalyst is O1CCOCC1. The product is [CH3:1][O:2][C:3]1[N:7]([C:8]2[CH:13]=[CH:12][C:11]([C:14](=[O:23])[NH:15][CH2:16][CH:17]3[CH2:22][CH2:21][O:20][CH2:19][CH2:18]3)=[CH:10][N:9]=2)[N:6]=[CH:5][C:4]=1[C:24]([OH:26])=[O:25]. The yield is 0.910. (3) The reactants are [Cl-].[CH2:2]([N+:6]1[CH:11]=[CH:10][CH:9]=[C:8]([CH3:12])[CH:7]=1)[CH2:3][CH2:4][CH3:5].[C:13]([O-:18])(=[O:17])[CH2:14][CH2:15][CH3:16].[Na+]. The catalyst is O. The product is [C:13]([O-:18])(=[O:17])[CH2:14][CH2:15][CH3:16].[CH2:2]([N+:6]1[CH:11]=[CH:10][CH:9]=[C:8]([CH3:12])[CH:7]=1)[CH2:3][CH2:4][CH3:5]. The yield is 0.910. (4) The reactants are FC(F)(F)C(O)=O.C([CH:15]([N:19](C(OC(C)(C)C)=O)[CH2:20][CH2:21][O:22][CH2:23][CH2:24][O:25][CH3:26])[C:16]([O-:18])=[O:17])C1C=CC=CC=1.C(=O)([O-])[O-].[Na+].[Na+].C(C(NCCOCCOC)C([O-])=O)C1C=CC=CC=1. The catalyst is [Pd].CO.C(OCC)(=O)C.CO.ClCCl.CCCCCC.C(OCC)(=O)C. The product is [CH3:26][O:25][CH2:24][CH2:23][O:22][CH2:21][CH2:20][NH:19][CH2:15][C:16]([OH:18])=[O:17]. The yield is 0.950. (5) The reactants are C([O:3][C:4]([C:6]1[C:7]2[C:15]([I:16])=[N:14][N:13]([CH:17]3[CH2:22][CH2:21][CH2:20][CH2:19][O:18]3)[C:8]=2[N:9]=[C:10]([Cl:12])[CH:11]=1)=[O:5])C.[OH-].[Na+].Cl.O. The catalyst is O1CCOCC1. The product is [Cl:12][C:10]1[CH:11]=[C:6]([C:4]([OH:5])=[O:3])[C:7]2[C:15]([I:16])=[N:14][N:13]([CH:17]3[CH2:22][CH2:21][CH2:20][CH2:19][O:18]3)[C:8]=2[N:9]=1. The yield is 0.730. (6) The reactants are [CH3:1][C:2]1[NH:11][C:10](=[O:12])[C:9]2[C:4](=[CH:5][CH:6]=[CH:7][CH:8]=2)[N:3]=1.Br[CH2:14][CH2:15][O:16][C:17]1[CH:22]=[CH:21][C:20]([N+:23]([O-:25])=[O:24])=[CH:19][CH:18]=1.C([O-])([O-])=O.[K+].[K+]. No catalyst specified. The product is [CH3:1][C:2]1[N:11]([CH2:14][CH2:15][O:16][C:17]2[CH:18]=[CH:19][C:20]([N+:23]([O-:25])=[O:24])=[CH:21][CH:22]=2)[C:10](=[O:12])[C:9]2[C:4](=[CH:5][CH:6]=[CH:7][CH:8]=2)[N:3]=1. The yield is 0.600. (7) The reactants are [N:1]1([CH2:6][CH2:7][NH:8][CH:9]([CH3:14])[C:10]([O:12]C)=O)[CH2:5][CH2:4][CH2:3][CH2:2]1.[F:15][C:16]1[CH:24]=[CH:23][C:22]([CH2:25][C:26]2[C:35]3[C:30](=[CH:31][CH:32]=[CH:33][CH:34]=3)[C:29](=[O:36])[NH:28][N:27]=2)=[CH:21][C:17]=1C(O)=O.C([N:39]([CH2:42]C)CC)C.P(N=[N+]=[N-])(=O)(OC1C=CC=CC=1)[O:45]C1C=CC=CC=1. The catalyst is C(#N)C. The product is [F:15][C:16]1[CH:24]=[CH:23][C:22]([CH2:25][C:26]2[C:35]3[C:30](=[CH:31][CH:32]=[CH:33][CH:34]=3)[C:29](=[O:36])[NH:28][N:27]=2)=[CH:21][C:17]=1[N:39]1[C:10](=[O:12])[CH:9]([CH3:14])[N:8]([CH2:7][CH2:6][N:1]2[CH2:2][CH2:3][CH2:4][CH2:5]2)[C:42]1=[O:45]. The yield is 0.950. (8) The reactants are [Cl-].[NH4+].O.[CH2:4]([O:6][C:7]([C:9]1[CH:10]=[N:11][N:12]([C:14]2[N:23]([CH2:24][O:25][CH2:26][CH2:27][Si:28]([CH3:31])([CH3:30])[CH3:29])[C:22](=[O:32])[C:21]3[C:16](=[CH:17][CH:18]=[C:19]([N+:33]([O-])=O)[CH:20]=3)[N:15]=2)[CH:13]=1)=[O:8])[CH3:5]. The catalyst is CC(C)=O.[Zn]. The product is [CH2:4]([O:6][C:7]([C:9]1[CH:10]=[N:11][N:12]([C:14]2[N:23]([CH2:24][O:25][CH2:26][CH2:27][Si:28]([CH3:31])([CH3:30])[CH3:29])[C:22](=[O:32])[C:21]3[C:16](=[CH:17][CH:18]=[C:19]([NH2:33])[CH:20]=3)[N:15]=2)[CH:13]=1)=[O:8])[CH3:5]. The yield is 0.890. (9) The reactants are [CH2:1]([O:3][C:4]1[CH:5]=[C:6]([C:14](=O)[CH2:15][C:16](=O)[C:17]([F:20])([F:19])[F:18])[CH:7]=[CH:8][C:9]=1[C:10]([F:13])([F:12])[F:11])[CH3:2].[NH2:23][C:24]1[C:28]([Br:29])=[CH:27][NH:26][N:25]=1. No catalyst specified. The product is [Br:29][C:28]1[CH:27]=[N:26][N:25]2[C:16]([C:17]([F:20])([F:19])[F:18])=[CH:15][C:14]([C:6]3[CH:7]=[CH:8][C:9]([C:10]([F:13])([F:12])[F:11])=[C:4]([O:3][CH2:1][CH3:2])[CH:5]=3)=[N:23][C:24]=12. The yield is 0.910.